The task is: Predict the product of the given reaction.. This data is from Forward reaction prediction with 1.9M reactions from USPTO patents (1976-2016). (1) The product is: [C:9]1([C:6]2[CH:5]=[CH:4][C:3]([CH2:2][C:17]3[CH:16]=[N:15][CH:20]=[CH:19][CH:18]=3)=[CH:8][N:7]=2)[CH:14]=[CH:13][CH:12]=[CH:11][CH:10]=1. Given the reactants Br[CH2:2][C:3]1[CH:4]=[CH:5][C:6]([C:9]2[CH:14]=[CH:13][CH:12]=[CH:11][CH:10]=2)=[N:7][CH:8]=1.[N:15]1[CH:20]=[CH:19][CH:18]=[C:17](B(O)O)[CH:16]=1, predict the reaction product. (2) Given the reactants C([O:8][CH2:9][C:10]#[C:11][C:12]1[CH:17]=[CH:16][C:15]([C@@H:18]2[CH2:27][CH2:26][C@@:20]3([NH:24][C:23](=[O:25])[O:22][CH2:21]3)[CH2:19]2)=[CH:14][CH:13]=1)C1C=CC=CC=1, predict the reaction product. The product is: [OH:8][CH2:9][CH2:10][CH2:11][C:12]1[CH:13]=[CH:14][C:15]([C@@H:18]2[CH2:27][CH2:26][C@@:20]3([NH:24][C:23](=[O:25])[O:22][CH2:21]3)[CH2:19]2)=[CH:16][CH:17]=1. (3) Given the reactants [N+:1]([O-:4])(O)=[O:2].OS(O)(=O)=O.[S:10]1[C:14]2[CH:15]=[CH:16][CH:17]=[CH:18][C:13]=2[N:12]=[CH:11]1, predict the reaction product. The product is: [N+:1]([C:16]1[CH:17]=[CH:18][C:13]2[N:12]=[CH:11][S:10][C:14]=2[CH:15]=1)([O-:4])=[O:2].